This data is from Peptide-MHC class II binding affinity with 134,281 pairs from IEDB. The task is: Regression. Given a peptide amino acid sequence and an MHC pseudo amino acid sequence, predict their binding affinity value. This is MHC class II binding data. (1) The peptide sequence is YDKFLANVSTVLTGV. The MHC is DRB1_1602 with pseudo-sequence DRB1_1602. The binding affinity (normalized) is 0.840. (2) The peptide sequence is VFTPLLALATNLTEL. The MHC is DRB1_1101 with pseudo-sequence DRB1_1101. The binding affinity (normalized) is 0.575.